The task is: Predict the reaction yield, written as a fraction of the theoretical maximum amount of product (1.0 means a 100% yield; for example, 0.34 means a 34% yield).. This data is from Reaction yield outcomes from USPTO patents with 853,638 reactions. (1) The reactants are [CH3:1][O:2][C:3](=[O:17])[CH2:4][CH2:5][C:6]1[C:14]2[C:9](=[CH:10][CH:11]=[C:12]([O:15][CH3:16])[CH:13]=2)[NH:8][CH:7]=1.[H-].[Na+].[CH3:20][O:21][C:22]1[CH:27]=[CH:26][C:25]([S:28](Cl)(=[O:30])=[O:29])=[CH:24][CH:23]=1. The catalyst is CN(C=O)C. The product is [CH3:1][O:2][C:3](=[O:17])[CH2:4][CH2:5][C:6]1[C:14]2[C:9](=[CH:10][CH:11]=[C:12]([O:15][CH3:16])[CH:13]=2)[N:8]([S:28]([C:25]2[CH:24]=[CH:23][C:22]([O:21][CH3:20])=[CH:27][CH:26]=2)(=[O:30])=[O:29])[CH:7]=1. The yield is 0.610. (2) The yield is 0.330. The reactants are [NH:1]1[C:9]2[C:4](=[CH:5][CH:6]=[CH:7][CH:8]=2)[CH:3]=[C:2]1[CH2:10][CH2:11][NH:12][C:13]1[CH:18]=[CH:17][C:16]([NH2:19])=[CH:15][C:14]=1[F:20].C[Al](C)C.[NH:25](/[C:29](/[CH3:35])=[CH:30]\[C:31](OC)=[O:32])[C:26]([CH3:28])=O. The product is [NH:1]1[C:9]2[C:4](=[CH:5][CH:6]=[CH:7][CH:8]=2)[CH:3]=[C:2]1[CH2:10][CH2:11][NH:12][C:13]1[CH:18]=[CH:17][C:16]([N:19]2[C:31](=[O:32])[CH:30]=[C:29]([CH3:35])[N:25]=[C:26]2[CH3:28])=[CH:15][C:14]=1[F:20]. The catalyst is C(Cl)Cl. (3) The reactants are [CH3:1][C:2]1[C:3]([N:21]2[CH2:26][CH2:25][O:24][CH2:23][CH2:22]2)=[N:4][C:5]([C:14]2[CH:15]=[C:16]([OH:20])[CH:17]=[CH:18][CH:19]=2)=[N:6][C:7]=1[NH:8][C@@H:9]1[CH2:13][CH2:12][O:11][CH2:10]1.Cl[CH2:28][CH:29]1[CH2:31][O:30]1.C([O-])([O-])=O.[K+].[K+]. The catalyst is CC#N. The product is [CH3:1][C:2]1[C:7]([NH:8][C@@H:9]2[CH2:13][CH2:12][O:11][CH2:10]2)=[N:6][C:5]([C:14]2[CH:19]=[CH:18][CH:17]=[C:16]([O:20][CH2:28][CH:29]3[CH2:31][O:30]3)[CH:15]=2)=[N:4][C:3]=1[N:21]1[CH2:22][CH2:23][O:24][CH2:25][CH2:26]1. The yield is 0.340. (4) The reactants are [C:1]1([CH:7]2[N:12]3[C:13](=[O:19])[NH:14][C:15]4=[CH:16][CH:17]=[CH:18][C:10](=[C:11]34)[O:9][CH2:8]2)[CH:6]=[CH:5][CH:4]=[CH:3][CH:2]=1.[Br:20]N1C(=O)CCC1=O. The catalyst is CC(O)=O. The product is [Br:20][C:18]1[C:10]2[O:9][CH2:8][CH:7]([C:1]3[CH:2]=[CH:3][CH:4]=[CH:5][CH:6]=3)[N:12]3[C:13](=[O:19])[NH:14][C:15]([C:11]=23)=[CH:16][CH:17]=1. The yield is 0.600. (5) The reactants are [F:1][CH:2]([F:18])[S:3]([C:5]1[C:14](=[O:15])[C:13]2[C:8](=[CH:9][C:10]([F:16])=[CH:11][CH:12]=2)[N:7]([CH3:17])[CH:6]=1)=[O:4].C1C=C(Cl)C=C(C(OO)=[O:27])C=1. The yield is 0.320. The product is [F:18][CH:2]([F:1])[S:3]([C:5]1[C:14](=[O:15])[C:13]2[C:8](=[CH:9][C:10]([F:16])=[CH:11][CH:12]=2)[N:7]([CH3:17])[CH:6]=1)(=[O:27])=[O:4]. The catalyst is C(Cl)Cl. (6) The reactants are [CH3:1][O:2][C:3]1[CH:8]=[C:7]([CH3:9])[NH:6][C:5](=[O:10])[C:4]=1[CH2:11][NH:12][C:13]([C:15]1[C:23]2[C:18](=[N:19][C:20]([N:24]3[CH2:29][CH2:28][N:27](C(OC(C)(C)C)=O)[CH2:26][CH2:25]3)=[CH:21][CH:22]=2)[N:17]([CH:37]([CH3:41])[CH2:38][O:39][CH3:40])[C:16]=1[CH3:42])=[O:14].Cl. The catalyst is CO. The product is [CH3:1][O:2][C:3]1[CH:8]=[C:7]([CH3:9])[NH:6][C:5](=[O:10])[C:4]=1[CH2:11][NH:12][C:13]([C:15]1[C:23]2[C:18](=[N:19][C:20]([N:24]3[CH2:25][CH2:26][NH:27][CH2:28][CH2:29]3)=[CH:21][CH:22]=2)[N:17]([CH:37]([CH3:41])[CH2:38][O:39][CH3:40])[C:16]=1[CH3:42])=[O:14]. The yield is 0.247. (7) The reactants are B(F)(F)F.C[O+](C)C.[CH2:9]([O:16][C:17]1[CH:22]=[C:21]([O:23][CH2:24][C:25]2[CH:30]=[CH:29][CH:28]=[CH:27][CH:26]=2)[C:20]([Br:31])=[CH:19][C:18]=1[C:32]1ON=[C:34]([CH3:37])[C:33]=1[C:38]1[CH:43]=[CH:42][C:41]([O:44][CH3:45])=[CH:40][CH:39]=1)[C:10]1[CH:15]=[CH:14][CH:13]=[CH:12][CH:11]=1.Cl.[NH2:47][OH:48].C(=O)([O-])[O-].[K+].[K+]. The catalyst is ClCCl.CO. The product is [CH2:9]([O:16][C:17]1[CH:22]=[C:21]([O:23][CH2:24][C:25]2[CH:30]=[CH:29][CH:28]=[CH:27][CH:26]=2)[C:20]([Br:31])=[CH:19][C:18]=1[C:32]1[C:33]([C:38]2[CH:39]=[CH:40][C:41]([O:44][CH3:45])=[CH:42][CH:43]=2)=[C:34]([CH3:37])[O:48][N:47]=1)[C:10]1[CH:15]=[CH:14][CH:13]=[CH:12][CH:11]=1. The yield is 0.370. (8) The reactants are C[NH3+].F[P-](F)(F)(F)(F)F.N1(OC(N(C)C)=[N+](C)C)C2N=CC=CC=2N=N1.F[P-](F)(F)(F)(F)F.[C:34]([O:38][C:39]([N:41]1[CH2:46][CH2:45][O:44][C@@H:43]([C:47]([OH:49])=O)[CH2:42]1)=[O:40])([CH3:37])([CH3:36])[CH3:35].[Cl:50][C:51]1[CH:56]=[C:55]([N+:57]([O-:59])=[O:58])[C:54]([O:60][CH3:61])=[CH:53][C:52]=1[CH2:62][CH2:63][NH2:64].CCN(C(C)C)C(C)C. The catalyst is CN(C=O)C.O. The product is [C:34]([O:38][C:39]([N:41]1[CH2:46][CH2:45][O:44][C@@H:43]([C:47](=[O:49])[NH:64][CH2:63][CH2:62][C:52]2[CH:53]=[C:54]([O:60][CH3:61])[C:55]([N+:57]([O-:59])=[O:58])=[CH:56][C:51]=2[Cl:50])[CH2:42]1)=[O:40])([CH3:35])([CH3:36])[CH3:37]. The yield is 0.700. (9) The reactants are CC([CH:5]1[CH2:10][N:9]([CH2:11][CH2:12][F:13])[CH2:8][CH2:7][N:6]1C([O-])=O)(C)C.C([O-])([O-])=O.[K+].[K+]. The catalyst is CO.Cl. The product is [F:13][CH2:12][CH2:11][N:9]1[CH2:10][CH2:5][NH:6][CH2:7][CH2:8]1. The yield is 0.730. (10) The reactants are [OH-].[Li+].[C:3]([O:7][CH:8]([C:14]1[C:18]([C:19]2[CH:20]=[CH:21][C:22]3[O:27][CH2:26][CH2:25][CH2:24][C:23]=3[CH:28]=2)=[C:17]([C:29]2[CH:34]=[CH:33][N:32]=[C:31]([F:35])[CH:30]=2)[S:16][C:15]=1[CH3:36])[C:9]([O:11]CC)=[O:10])([CH3:6])([CH3:5])[CH3:4]. The catalyst is O1CCCC1. The product is [C:3]([O:7][CH:8]([C:14]1[C:18]([C:19]2[CH:20]=[CH:21][C:22]3[O:27][CH2:26][CH2:25][CH2:24][C:23]=3[CH:28]=2)=[C:17]([C:29]2[CH:34]=[CH:33][N:32]=[C:31]([F:35])[CH:30]=2)[S:16][C:15]=1[CH3:36])[C:9]([OH:11])=[O:10])([CH3:6])([CH3:5])[CH3:4]. The yield is 0.380.